Dataset: Forward reaction prediction with 1.9M reactions from USPTO patents (1976-2016). Task: Predict the product of the given reaction. (1) Given the reactants [Cl:1][C:2]1[CH:10]=[CH:9][C:5]([C:6]([OH:8])=[O:7])=[CH:4][C:3]=1[OH:11].[CH:12](O)([CH3:14])[CH3:13], predict the reaction product. The product is: [CH:12]([O:7][C:6](=[O:8])[C:5]1[CH:9]=[CH:10][C:2]([Cl:1])=[C:3]([OH:11])[CH:4]=1)([CH3:14])[CH3:13]. (2) Given the reactants [C:1]([N:4]1[CH2:8][CH2:7][C:6]2([C:16]3[C:11](=[CH:12][CH:13]=[C:14](/[CH:17]=[CH:18]/[C:19](O)=[O:20])[CH:15]=3)[N:10]([C:22](=[O:30])[NH:23][C:24]3[S:25][C:26]([Cl:29])=[CH:27][N:28]=3)[CH2:9]2)[CH2:5]1)(=[O:3])[CH3:2].Cl.[NH:32]1[CH2:35][CH2:34][CH2:33]1, predict the reaction product. The product is: [C:1]([N:4]1[CH2:8][CH2:7][C:6]2([C:16]3[C:11](=[CH:12][CH:13]=[C:14](/[CH:17]=[CH:18]/[C:19]([N:32]4[CH2:35][CH2:34][CH2:33]4)=[O:20])[CH:15]=3)[N:10]([C:22]([NH:23][C:24]3[S:25][C:26]([Cl:29])=[CH:27][N:28]=3)=[O:30])[CH2:9]2)[CH2:5]1)(=[O:3])[CH3:2]. (3) Given the reactants [CH3:1][O:2][C:3](=[O:23])[C@@H:4]([NH:15]C(OC(C)(C)C)=O)[CH2:5][CH2:6][C@H:7](O)[C:8]#[C:9][Si:10]([CH3:13])([CH3:12])[CH3:11].C(N(CC)CC)C.CS(Cl)(=O)=O.Cl.O1CCOCC1.C([O-])([O-])=O.[K+].[K+], predict the reaction product. The product is: [CH3:1][O:2][C:3]([C@@H:4]1[CH2:5][CH2:6][C@@H:7]([C:8]#[C:9][Si:10]([CH3:13])([CH3:12])[CH3:11])[NH:15]1)=[O:23]. (4) Given the reactants [Cl:1][C:2]1[CH:3]=[C:4]([CH2:13][CH2:14][CH3:15])[CH:5]=[C:6]2[C:10]=1[C:9](=[O:11])[O:8][CH:7]2[OH:12].C(=O)([O-])[O-].[K+].[K+].I[CH2:23][CH3:24].Cl, predict the reaction product. The product is: [Cl:1][C:2]1[CH:3]=[C:4]([CH2:13][CH2:14][CH3:15])[CH:5]=[C:6]([CH:7]=[O:12])[C:10]=1[C:9]([O:8][CH2:23][CH3:24])=[O:11]. (5) Given the reactants [C:1]([O:5][C:6]([N:8]1[CH2:13][CH2:12][CH:11]([N:14]([C:22](=[O:25])[CH:23]=[CH2:24])[CH2:15][C:16]2[CH:21]=[CH:20][CH:19]=[CH:18][CH:17]=2)[CH2:10][CH2:9]1)=[O:7])([CH3:4])([CH3:3])[CH3:2].CO[CH2:28][N:29]([CH2:35][C:36]1[CH:41]=[CH:40][CH:39]=[CH:38][CH:37]=1)C[Si](C)(C)C.F[C:43](F)(F)C(O)=O, predict the reaction product. The product is: [C:1]([O:5][C:6]([N:8]1[CH2:9][CH2:10][CH:11]([N:14]([CH2:15][C:16]2[CH:17]=[CH:18][CH:19]=[CH:20][CH:21]=2)[C:22]([CH:23]2[CH2:43][CH2:28][N:29]([CH2:35][C:36]3[CH:41]=[CH:40][CH:39]=[CH:38][CH:37]=3)[CH2:24]2)=[O:25])[CH2:12][CH2:13]1)=[O:7])([CH3:4])([CH3:3])[CH3:2]. (6) Given the reactants [C:1]([O:5][C:6]([N:8]1[CH2:13][CH2:12][NH:11][CH2:10][CH2:9]1)=[O:7])([CH3:4])([CH3:3])[CH3:2].[Cl:14][C:15]1[CH:20]=[N:19][CH:18]=[C:17](Cl)[N:16]=1.C(=O)([O-])[O-].[K+].[K+], predict the reaction product. The product is: [C:1]([O:5][C:6]([N:8]1[CH2:13][CH2:12][N:11]([C:17]2[CH:18]=[N:19][CH:20]=[C:15]([Cl:14])[N:16]=2)[CH2:10][CH2:9]1)=[O:7])([CH3:4])([CH3:2])[CH3:3]. (7) The product is: [OH:2][CH2:3][C:5]1[C:10]([CH3:11])=[CH:9][CH:8]=[CH:7][N:6]=1. Given the reactants C[O:2][C:3]([C:5]1[C:10]([CH3:11])=[CH:9][CH:8]=[CH:7][N:6]=1)=O.[H-].[Al+3].[Li+].[H-].[H-].[H-], predict the reaction product. (8) Given the reactants [Cl:1][C:2]1[CH:7]=[CH:6][C:5]([F:8])=[CH:4][C:3]=1[N:9]1[CH2:14][CH2:13][N:12](C(OC(C)(C)C)=O)[CH2:11][CH2:10]1.Cl.O1CCOCC1, predict the reaction product. The product is: [ClH:1].[Cl:1][C:2]1[CH:7]=[CH:6][C:5]([F:8])=[CH:4][C:3]=1[N:9]1[CH2:10][CH2:11][NH:12][CH2:13][CH2:14]1.